From a dataset of NCI-60 drug combinations with 297,098 pairs across 59 cell lines. Regression. Given two drug SMILES strings and cell line genomic features, predict the synergy score measuring deviation from expected non-interaction effect. Drug 1: CC12CCC3C(C1CCC2OP(=O)(O)O)CCC4=C3C=CC(=C4)OC(=O)N(CCCl)CCCl.[Na+]. Drug 2: CC1C(C(CC(O1)OC2CC(CC3=C2C(=C4C(=C3O)C(=O)C5=CC=CC=C5C4=O)O)(C(=O)C)O)N)O. Cell line: HOP-92. Synergy scores: CSS=42.3, Synergy_ZIP=2.80, Synergy_Bliss=2.94, Synergy_Loewe=-45.5, Synergy_HSA=3.03.